From a dataset of NCI-60 drug combinations with 297,098 pairs across 59 cell lines. Regression. Given two drug SMILES strings and cell line genomic features, predict the synergy score measuring deviation from expected non-interaction effect. (1) Drug 1: C1=NC2=C(N=C(N=C2N1C3C(C(C(O3)CO)O)F)Cl)N. Drug 2: CN(C(=O)NC(C=O)C(C(C(CO)O)O)O)N=O. Cell line: HCC-2998. Synergy scores: CSS=46.3, Synergy_ZIP=4.37, Synergy_Bliss=2.80, Synergy_Loewe=-73.2, Synergy_HSA=-0.189. (2) Drug 1: CNC(=O)C1=CC=CC=C1SC2=CC3=C(C=C2)C(=NN3)C=CC4=CC=CC=N4. Drug 2: C1=NC2=C(N=C(N=C2N1C3C(C(C(O3)CO)O)O)F)N. Cell line: 786-0. Synergy scores: CSS=1.49, Synergy_ZIP=1.79, Synergy_Bliss=0.0674, Synergy_Loewe=-2.05, Synergy_HSA=-1.52. (3) Drug 1: COC1=CC(=CC(=C1O)OC)C2C3C(COC3=O)C(C4=CC5=C(C=C24)OCO5)OC6C(C(C7C(O6)COC(O7)C8=CC=CS8)O)O. Drug 2: C1CNP(=O)(OC1)N(CCCl)CCCl. Cell line: MDA-MB-435. Synergy scores: CSS=6.81, Synergy_ZIP=-3.55, Synergy_Bliss=-0.652, Synergy_Loewe=-13.1, Synergy_HSA=-2.38. (4) Drug 1: C1=CC(=CC=C1CCC2=CNC3=C2C(=O)NC(=N3)N)C(=O)NC(CCC(=O)O)C(=O)O. Drug 2: N.N.Cl[Pt+2]Cl. Cell line: MCF7. Synergy scores: CSS=28.7, Synergy_ZIP=1.74, Synergy_Bliss=1.18, Synergy_Loewe=-11.4, Synergy_HSA=-1.82. (5) Drug 1: CC1=C2C(C(=O)C3(C(CC4C(C3C(C(C2(C)C)(CC1OC(=O)C(C(C5=CC=CC=C5)NC(=O)OC(C)(C)C)O)O)OC(=O)C6=CC=CC=C6)(CO4)OC(=O)C)OC)C)OC. Drug 2: CC1=C(C(CCC1)(C)C)C=CC(=CC=CC(=CC(=O)O)C)C. Cell line: HL-60(TB). Synergy scores: CSS=94.7, Synergy_ZIP=24.4, Synergy_Bliss=24.3, Synergy_Loewe=14.9, Synergy_HSA=28.8.